From a dataset of Full USPTO retrosynthesis dataset with 1.9M reactions from patents (1976-2016). Predict the reactants needed to synthesize the given product. (1) The reactants are: C[O:2][C:3]1[CH:20]=[CH:19][C:6]2[N:7]=[C:8]([C:10]3[CH:11]=[CH:12][C:13]([N:16]([CH3:18])[CH3:17])=[N:14][CH:15]=3)[O:9][C:5]=2[CH:4]=1.Br.C(=O)(O)[O-].[Na+]. Given the product [CH3:17][N:16]([CH3:18])[C:13]1[N:14]=[CH:15][C:10]([C:8]2[O:9][C:5]3[CH:4]=[C:3]([OH:2])[CH:20]=[CH:19][C:6]=3[N:7]=2)=[CH:11][CH:12]=1, predict the reactants needed to synthesize it. (2) Given the product [Cl:19][C:17]1[CH:16]=[CH:15][C:14]2[N:8]([CH2:7][C:6]([CH3:47])([CH3:46])[CH2:5][OH:4])[C:9](=[O:45])[C@@H:10]([CH2:28][C:29]([NH:31][C:32]3[CH:33]=[CH:34][C:35]([F:44])=[C:36]([CH2:38][CH2:39][C:40]([OH:42])=[O:41])[CH:37]=3)=[O:30])[O:11][C@@H:12]([CH2:20][CH:21]([CH3:27])[CH2:22][CH3:23])[C:13]=2[CH:18]=1, predict the reactants needed to synthesize it. The reactants are: C([O:4][CH2:5][C:6]([CH3:47])([CH3:46])[CH2:7][N:8]1[C:14]2[CH:15]=[CH:16][C:17]([Cl:19])=[CH:18][C:13]=2[C@H:12]([C:20]2C=C[CH:23]=[C:22](C)[C:21]=2[CH3:27])[O:11][C@H:10]([CH2:28][C:29]([NH:31][C:32]2[CH:33]=[CH:34][C:35]([F:44])=[C:36]([CH2:38][CH2:39][C:40]([O:42]C)=[O:41])[CH:37]=2)=[O:30])[C:9]1=[O:45])(=O)C.[OH-].[Na+].C(O)C. (3) Given the product [CH3:26][O:25][C:23](=[O:24])[C@@H:19]([NH:18][S:11]([C:8]1[CH:7]=[CH:6][C:5]([Br:4])=[CH:10][CH:9]=1)=[O:13])[C@H:20]([OH:21])[CH3:22], predict the reactants needed to synthesize it. The reactants are: O.O.[Na+].[Br:4][C:5]1[CH:10]=[CH:9][C:8]([S:11]([O-:13])=O)=[CH:7][CH:6]=1.O=S(Cl)Cl.[NH2:18][C@H:19]([C:23]([O:25][CH3:26])=[O:24])[C@@H:20]([CH3:22])[OH:21].Cl.CCN(C(C)C)C(C)C. (4) Given the product [C:27]1([N:33]2[CH:9]=[C:10]3[CH2:1][N:2]([CH2:11][CH2:12][CH2:13][CH2:14][O:15][C:16]4[N:25]=[C:24]5[C:19]([CH2:20][CH2:21][C:22](=[O:26])[NH:23]5)=[CH:18][CH:17]=4)[CH2:3][CH2:4][C:5]3=[N:34]2)[CH:32]=[CH:31][CH:30]=[CH:29][CH:28]=1, predict the reactants needed to synthesize it. The reactants are: [CH2:1]1[C:10]2[C:5](=CC=C[CH:9]=2)[CH2:4][CH2:3][N:2]1[CH2:11][CH2:12][CH2:13][CH2:14][O:15][C:16]1[N:25]=[C:24]2[C:19]([CH2:20][CH2:21][C:22](=[O:26])[NH:23]2)=[CH:18][CH:17]=1.[C:27]1([N:33]2C=C3CNCCC3=[N:34]2)[CH:32]=[CH:31][CH:30]=[CH:29][CH:28]=1. (5) Given the product [CH2:1]([CH:3]1[CH2:8][CH2:7][CH2:6][CH2:5][CH:4]1[NH2:9])[CH3:2], predict the reactants needed to synthesize it. The reactants are: [CH2:1]([CH:3]1[CH2:8][CH2:7][CH2:6][CH2:5][C:4]1=[N:9]O)[CH3:2].[Na].Cl. (6) Given the product [C:27]([C:24]1[CH:25]=[CH:26][C:21]([CH2:20][N:7]([CH2:8][CH2:9][C:10]2[CH:15]=[CH:14][CH:13]=[C:12]([C:16]([F:19])([F:18])[F:17])[CH:11]=2)[C:5](=[O:6])[C:4]2[CH:3]=[C:2]([CH2:35][CH2:36][CH3:37])[CH:33]=[C:32]([Cl:34])[CH:31]=2)=[CH:22][CH:23]=1)([CH3:29])([CH3:28])[CH3:30], predict the reactants needed to synthesize it. The reactants are: Br[C:2]1[CH:3]=[C:4]([CH:31]=[C:32]([Cl:34])[CH:33]=1)[C:5]([N:7]([CH2:20][C:21]1[CH:26]=[CH:25][C:24]([C:27]([CH3:30])([CH3:29])[CH3:28])=[CH:23][CH:22]=1)[CH2:8][CH2:9][C:10]1[CH:15]=[CH:14][CH:13]=[C:12]([C:16]([F:19])([F:18])[F:17])[CH:11]=1)=[O:6].[CH2:35](B(O)O)[CH2:36][CH3:37]. (7) The reactants are: [C:1]1([P:7](=[O:30])([C:19](=[O:29])[C:20]2[C:25]([CH3:26])=[CH:24][C:23]([CH3:27])=[CH:22][C:21]=2[CH3:28])[C:8](=[O:18])[C:9]2[C:14]([CH3:15])=[CH:13][C:12]([CH3:16])=[CH:11][C:10]=2[CH3:17])[CH:6]=[CH:5][CH:4]=[CH:3][CH:2]=1.[Br:31]N1C(=O)CCC1=O.ClC1C=CC=CC=1. Given the product [CH2:8]([Br:31])[C:9]1[CH:14]=[CH:13][CH:12]=[CH:11][CH:10]=1.[C:1]1([P:7](=[O:30])([C:8](=[O:18])[C:9]2[C:10]([CH3:17])=[CH:11][C:12]([CH3:16])=[CH:13][C:14]=2[CH3:15])[C:19](=[O:29])[C:20]2[C:25]([CH3:26])=[CH:24][C:23]([CH3:27])=[CH:22][C:21]=2[CH3:28])[CH:6]=[CH:5][CH:4]=[CH:3][CH:2]=1, predict the reactants needed to synthesize it.